From a dataset of Forward reaction prediction with 1.9M reactions from USPTO patents (1976-2016). Predict the product of the given reaction. (1) Given the reactants [F:1][C:2]1[CH:3]=[CH:4][C:5]([N+:20]([O-])=O)=[C:6]([NH:8][C:9]2[CH:16]=[CH:15][C:14]([CH:17]([CH3:19])[CH3:18])=[CH:13][C:10]=2[C:11]#[N:12])[CH:7]=1.[Sn](Cl)[Cl:24], predict the reaction product. The product is: [ClH:24].[F:1][C:2]1[CH:3]=[CH:4][C:5]2[N:20]=[C:11]([NH2:12])[C:10]3[CH:13]=[C:14]([CH:17]([CH3:19])[CH3:18])[CH:15]=[CH:16][C:9]=3[NH:8][C:6]=2[CH:7]=1. (2) Given the reactants [CH3:1][CH:2]([CH3:28])[CH:3]([NH:15][C:16]([CH:18]1[CH2:24][CH2:23][CH:22]([CH2:25][CH2:26][CH3:27])[CH2:21][CH2:20][NH:19]1)=[O:17])[CH:4]1[CH:9]([OH:10])[CH:8]([OH:11])[CH:7]([OH:12])[CH:6]([S:13][CH3:14])[O:5]1.C(O[C:32]1(O[Si](C)(C)C)[CH2:34][CH2:33]1)C.C([BH3-])#N.[Na+], predict the reaction product. The product is: [CH3:1][CH:2]([CH3:28])[CH:3]([NH:15][C:16]([CH:18]1[CH2:24][CH2:23][CH:22]([CH2:25][CH2:26][CH3:27])[CH2:21][CH2:20][N:19]1[CH:32]1[CH2:34][CH2:33]1)=[O:17])[CH:4]1[CH:9]([OH:10])[CH:8]([OH:11])[CH:7]([OH:12])[CH:6]([S:13][CH3:14])[O:5]1. (3) The product is: [C:29]1([CH3:33])[CH:30]=[CH:31][CH:32]=[C:27]([N:26]([C:22]2[CH:21]=[C:20]([CH3:34])[CH:25]=[CH:24][CH:23]=2)[C:13]2[CH:12]=[C:11]3[C:16]([CH:17]=[C:8]([C:5]4[CH:6]=[CH:7][C:2]([N:26]([C:22]5[CH:21]=[C:20]([CH3:34])[CH:25]=[CH:24][CH:23]=5)[C:27]5[CH:35]=[C:36]([CH3:38])[CH:37]=[CH:31][CH:32]=5)=[CH:3][CH:4]=4)[C:9](=[O:19])[O:10]3)=[CH:15][CH:14]=2)[CH:28]=1. Given the reactants Br[C:2]1[CH:7]=[CH:6][C:5]([C:8]2[C:9](=[O:19])[O:10][C:11]3[C:16]([CH:17]=2)=[CH:15][CH:14]=[C:13](I)[CH:12]=3)=[CH:4][CH:3]=1.[C:20]1([CH3:34])[CH:25]=[CH:24][CH:23]=[C:22]([NH:26][C:27]2[CH:28]=[C:29]([CH3:33])[CH:30]=[CH:31][CH:32]=2)[CH:21]=1.[CH3:35][C:36]([O-])([CH3:38])[CH3:37].[K+].[H][H], predict the reaction product.